This data is from Full USPTO retrosynthesis dataset with 1.9M reactions from patents (1976-2016). The task is: Predict the reactants needed to synthesize the given product. (1) Given the product [CH3:36][O:37][C:38](=[O:39])[C:40]1[CH:45]=[C:44]([C:6]2[CH:5]=[CH:4][C:3]([CH:17]([CH3:35])[C:18]([OH:23])([C:24]3[CH:25]=[CH:26][C:27]4[O:31][C:30](=[O:32])[N:29]([CH3:33])[C:28]=4[CH:34]=3)[C:19]([F:20])([F:21])[F:22])=[C:2]([Cl:1])[CH:7]=2)[CH:43]=[N:42][CH:41]=1, predict the reactants needed to synthesize it. The reactants are: [Cl:1][C:2]1[CH:7]=[C:6](B2OC(C)(C)C(C)(C)O2)[CH:5]=[CH:4][C:3]=1[CH:17]([CH3:35])[C:18]([C:24]1[CH:25]=[CH:26][C:27]2[O:31][C:30](=[O:32])[N:29]([CH3:33])[C:28]=2[CH:34]=1)([OH:23])[C:19]([F:22])([F:21])[F:20].[CH3:36][O:37][C:38]([C:40]1[CH:41]=[N:42][CH:43]=[C:44](Br)[CH:45]=1)=[O:39].C([O-])([O-])=O.[Na+].[Na+]. (2) Given the product [Br-:35].[OH:10][C:9]([C:17]1[CH:22]=[CH:21][CH:20]=[CH:19][CH:18]=1)([C:11]1[CH:12]=[CH:13][CH:14]=[CH:15][CH:16]=1)[C:4]12[CH2:5][CH2:6][N+:1]([CH2:34][CH2:33][O:32][C:26]3[CH:31]=[CH:30][CH:29]=[CH:28][CH:27]=3)([CH2:2][CH2:3]1)[CH2:8][CH2:7]2, predict the reactants needed to synthesize it. The reactants are: [N:1]12[CH2:8][CH2:7][C:4]([C:9]([C:17]3[CH:22]=[CH:21][CH:20]=[CH:19][CH:18]=3)([C:11]3[CH:16]=[CH:15][CH:14]=[CH:13][CH:12]=3)[OH:10])([CH2:5][CH2:6]1)[CH2:3][CH2:2]2.CC#N.[C:26]1([O:32][CH2:33][CH2:34][Br:35])[CH:31]=[CH:30][CH:29]=[CH:28][CH:27]=1. (3) Given the product [Cl:11][C:12]1[CH:13]=[C:14]([CH:27]=[CH:28][C:29]=1[O:30][CH2:31][C:32]1[CH:37]=[CH:36][CH:35]=[CH:34][N:33]=1)[NH:15][C:16]1[N:17]=[CH:18][C:27]2[C:14](=[CH:13][CH:12]=[CH:29][C:28]=2[O:10][CH2:9][CH2:8][CH2:7][N:4]2[CH2:5][CH2:6][O:1][CH2:2][CH2:3]2)[N:15]=1, predict the reactants needed to synthesize it. The reactants are: [O:1]1[CH2:6][CH2:5][N:4]([CH2:7][CH2:8][CH2:9][OH:10])[CH2:3][CH2:2]1.[Cl:11][C:12]1[CH:13]=[C:14]([CH:27]=[CH:28][C:29]=1[O:30][CH2:31][C:32]1[CH:37]=[CH:36][CH:35]=[CH:34][N:33]=1)[NH:15][C:16]1C2C(=CC=CC=2F)N=[CH:18][N:17]=1.